Task: Predict the product of the given reaction.. Dataset: Forward reaction prediction with 1.9M reactions from USPTO patents (1976-2016) (1) The product is: [Cl:35][C:29]1[CH:30]=[C:31]([Cl:34])[CH:32]=[CH:33][C:28]=1[CH2:27][CH:14]1[CH2:15][CH2:16][N:12]([C@H:11]2[CH2:10][CH2:9][C:4]3([O:5][CH2:6][CH2:7][O:8]3)[CH2:3][C@H:2]2[CH3:1])[C:13]1=[O:17]. Given the reactants [CH3:1][C@H:2]1[C@@H:11]([N:12]2[CH2:16][CH2:15][CH2:14][C:13]2=[O:17])[CH2:10][CH2:9][C:4]2([O:8][CH2:7][CH2:6][O:5]2)[CH2:3]1.[Li+].CC([N-]C(C)C)C.Br[CH2:27][C:28]1[CH:33]=[CH:32][C:31]([Cl:34])=[CH:30][C:29]=1[Cl:35], predict the reaction product. (2) Given the reactants CN(C(ON1N=NC2C=CC=NC1=2)=[N+](C)C)C.F[P-](F)(F)(F)(F)F.C(#N)C.[NH2:28][C:29]1[CH:56]=[CH:55][CH:54]=[CH:53][C:30]=1[O:31][CH2:32][C:33]([OH:52])([CH3:51])[CH2:34][N:35]1[CH2:40][CH2:39][CH:38]([N:41]2[C:45]3[CH:46]=[CH:47][CH:48]=[CH:49][C:44]=3[NH:43][C:42]2=[O:50])[CH2:37][CH2:36]1.[N:57]1[CH:62]=[CH:61][CH:60]=[CH:59][C:58]=1[C:63](O)=[O:64].CCN(C(C)C)C(C)C, predict the reaction product. The product is: [OH:52][C:33]([CH3:51])([CH2:34][N:35]1[CH2:36][CH2:37][CH:38]([N:41]2[C:45]3[CH:46]=[CH:47][CH:48]=[CH:49][C:44]=3[NH:43][C:42]2=[O:50])[CH2:39][CH2:40]1)[CH2:32][O:31][C:30]1[CH:53]=[CH:54][CH:55]=[CH:56][C:29]=1[NH:28][C:63]([C:58]1[CH:59]=[CH:60][CH:61]=[CH:62][N:57]=1)=[O:64]. (3) The product is: [Cl:12][C:13]1[CH:20]=[C:19]([Cl:21])[CH:18]=[CH:17][C:14]=1[CH2:15][O:16][C:2]1[CH:3]=[N:4][CH:5]=[CH:6][C:7]=1[N+:8]([O-:10])=[O:9]. Given the reactants Br[C:2]1[CH:3]=[N+:4]([O-])[CH:5]=[CH:6][C:7]=1[N+:8]([O-:10])=[O:9].[Cl:12][C:13]1[CH:20]=[C:19]([Cl:21])[CH:18]=[CH:17][C:14]=1[CH2:15][OH:16], predict the reaction product. (4) Given the reactants Br[CH2:2][CH:3]1[CH2:8][CH:7]2[CH2:9][CH:4]1[CH:5]=[CH:6]2.[CH2:10]([O:12][CH:13](OCC)[CH:14]=[CH2:15])[CH3:11].[Cl-].[NH4+], predict the reaction product. The product is: [CH2:10]([O:12][CH:13]=[CH:14][CH2:15][CH2:2][CH:3]1[CH2:8][CH:7]2[CH2:9][CH:4]1[CH:5]=[CH:6]2)[CH3:11]. (5) Given the reactants [F:1][C:2]1[CH:7]=[CH:6][CH:5]=[CH:4][C:3]=1[C:8]1[C:9](=[O:23])[C:10]([C:15]2[CH:20]=[CH:19][CH:18]=[C:17]([O:21][CH3:22])[CH:16]=2)=[C:11]([CH3:14])[C:12]=1O.[OH:24][CH2:25][CH2:26][NH:27][NH2:28], predict the reaction product. The product is: [CH3:22][O:21][C:17]1[CH:16]=[C:15]([C:10]2[C:9](=[O:23])[N:27]([CH2:26][CH2:25][OH:24])[N:28]=[C:12]([CH2:8][C:3]3[CH:4]=[CH:5][CH:6]=[CH:7][C:2]=3[F:1])[C:11]=2[CH3:14])[CH:20]=[CH:19][CH:18]=1. (6) Given the reactants C(OC([N:8]1[C:16]2[C:11](=[CH:12][CH:13]=[C:14]([NH:17][C:18]3[CH:23]=[CH:22][CH:21]=[CH:20][C:19]=3[F:24])[CH:15]=2)[C:10]([C:25]2[CH:30]=[CH:29][CH:28]=[CH:27][CH:26]=2)=[N:9]1)=O)(C)(C)C.[ClH:31], predict the reaction product. The product is: [ClH:31].[F:24][C:19]1[CH:20]=[CH:21][CH:22]=[CH:23][C:18]=1[NH:17][C:14]1[CH:15]=[C:16]2[C:11]([C:10]([C:25]3[CH:26]=[CH:27][CH:28]=[CH:29][CH:30]=3)=[N:9][NH:8]2)=[CH:12][CH:13]=1.